This data is from Reaction yield outcomes from USPTO patents with 853,638 reactions. The task is: Predict the reaction yield, written as a fraction of the theoretical maximum amount of product (1.0 means a 100% yield; for example, 0.34 means a 34% yield). (1) The reactants are [CH3:1][O:2][C:3]1[CH:4]=[C:5]([CH2:11][NH2:12])[CH:6]=[C:7]([O:9][CH3:10])[CH:8]=1.[C:13]([C:16]1[CH:21]=[CH:20][C:19]([N:22]2[CH2:27][CH2:26][N:25]([C:28]([O:30][C:31]([CH3:34])([CH3:33])[CH3:32])=[O:29])[CH2:24][CH2:23]2)=[CH:18][CH:17]=1)(O)=[O:14].CCN=C=NCCCN(C)C.C1C=CC2N(O)N=NC=2C=1. The catalyst is C(Cl)Cl.N(CC)(CC)CC. The product is [CH3:10][O:9][C:7]1[CH:6]=[C:5]([CH2:11][NH:12][C:13]([C:16]2[CH:17]=[CH:18][C:19]([N:22]3[CH2:23][CH2:24][N:25]([C:28]([O:30][C:31]([CH3:34])([CH3:33])[CH3:32])=[O:29])[CH2:26][CH2:27]3)=[CH:20][CH:21]=2)=[O:14])[CH:4]=[C:3]([O:2][CH3:1])[CH:8]=1. The yield is 0.582. (2) The reactants are CC(N=NC(C#N)(C)C)(C#N)C.C1C(=O)N(Br)C(=[O:16])C1.[F:21][C:22]1[CH:27]=[CH:26][C:25]([C:28]2[O:46][C:31]3=[N:32][CH:33]=[C:34]([C:36]4[CH:37]=[C:38]([CH:43]=[CH:44][CH:45]=4)[C:39]([O:41][CH3:42])=[O:40])[CH:35]=[C:30]3[C:29]=2[CH3:47])=[CH:24][CH:23]=1.C[N+]1([O-])CCOCC1. The catalyst is C(Cl)(Cl)(Cl)Cl.CCOC(C)=O. The product is [F:21][C:22]1[CH:23]=[CH:24][C:25]([C:28]2[O:46][C:31]3=[N:32][CH:33]=[C:34]([C:36]4[CH:37]=[C:38]([CH:43]=[CH:44][CH:45]=4)[C:39]([O:41][CH3:42])=[O:40])[CH:35]=[C:30]3[C:29]=2[CH:47]=[O:16])=[CH:26][CH:27]=1. The yield is 0.200. (3) The reactants are CO/[N:3]=[C:4]1\[CH2:5][N:6]([CH2:12][C:13]2[CH:18]=[CH:17][CH:16]=[CH:15][CH:14]=2)[C:7](=O)[C:8]2\1[CH2:10][CH2:9]2.[H-].[Al+3].[Li+].[H-].[H-].[H-].[OH-].[Na+]. The catalyst is C1COCC1. The product is [C:13]1([CH2:12][N:6]2[CH2:5][CH:4]([NH2:3])[C:8]3([CH2:9][CH2:10]3)[CH2:7]2)[CH:14]=[CH:15][CH:16]=[CH:17][CH:18]=1. The yield is 0.970. (4) The reactants are Br[C:2]1[CH:16]=[CH:15][C:5]([CH2:6][O:7][Si](C(C)(C)C)(C)C)=[CH:4][CH:3]=1.CON(C)[C:20](=[O:33])[CH2:21][CH2:22][CH2:23][N:24]([CH3:32])[C:25](=[O:31])[O:26][C:27]([CH3:30])([CH3:29])[CH3:28].[F-].C([N+](CCCC)(CCCC)CCCC)CCC.O1CCCC1.Cl.C(=O)([O-])O.[Na+]. The catalyst is O1CCCC1. The product is [OH:7][CH2:6][C:5]1[CH:15]=[CH:16][C:2]([C:20](=[O:33])[CH2:21][CH2:22][CH2:23][N:24]([CH3:32])[C:25](=[O:31])[O:26][C:27]([CH3:28])([CH3:29])[CH3:30])=[CH:3][CH:4]=1. The yield is 0.480. (5) The reactants are [CH2:1]([O:8][C:9]1[CH:14]=[CH:13][C:12]([C:15]2[S:19][C:18]([C:20]([OH:22])=O)=[CH:17][CH:16]=2)=[CH:11][CH:10]=1)[C:2]1[CH:7]=[CH:6][CH:5]=[CH:4][CH:3]=1.Cl.[CH3:24][O:25][C:26](=[O:36])[C@H:27]([CH2:29][C:30]1[CH:35]=[CH:34][CH:33]=[CH:32][CH:31]=1)[NH2:28].ON1C2C=CC=CC=2N=N1.C(N(CC)CC)C.Cl.CN(C)CCCN=C=NCC. The catalyst is O.CN(C=O)C. The product is [CH3:24][O:25][C:26](=[O:36])[CH:27]([NH:28][C:20]([C:18]1[S:19][C:15]([C:12]2[CH:11]=[CH:10][C:9]([O:8][CH2:1][C:2]3[CH:3]=[CH:4][CH:5]=[CH:6][CH:7]=3)=[CH:14][CH:13]=2)=[CH:16][CH:17]=1)=[O:22])[CH2:29][C:30]1[CH:35]=[CH:34][CH:33]=[CH:32][CH:31]=1. The yield is 0.880. (6) The reactants are [F:1][C:2]1[C:10]([O:11][CH2:12][C:13]2[CH2:14][C:15]3[C:20]([CH:21]=2)=[CH:19][C:18](B2OC(C)(C)C(C)(C)O2)=[CH:17][CH:16]=3)=[CH:9][CH:8]=[C:7]([F:31])[C:3]=1[C:4]([NH2:6])=[O:5].[C:32]1(OS(C(F)(F)F)(=O)=O)[CH2:36][CH2:35][CH2:34][CH:33]=1.P([O-])([O-])([O-])=O.[K+].[K+].[K+]. The catalyst is CN(C=O)C.O. The product is [CH:36]1([C:18]2[CH:19]=[C:20]3[C:15](=[CH:16][CH:17]=2)[CH2:14][C:13]([CH2:12][O:11][C:10]2[C:2]([F:1])=[C:3]([C:7]([F:31])=[CH:8][CH:9]=2)[C:4]([NH2:6])=[O:5])=[CH:21]3)[CH2:35][CH2:34][CH:33]=[CH:32]1. The yield is 0.650.